This data is from Reaction yield outcomes from USPTO patents with 853,638 reactions. The task is: Predict the reaction yield, written as a fraction of the theoretical maximum amount of product (1.0 means a 100% yield; for example, 0.34 means a 34% yield). The reactants are [CH2:1]([O:4][C:5]([NH:7][C:8]1[CH:9]=[C:10]([CH:16]=[CH:17][CH:18]=1)[C:11]([O:13]CC)=O)=[O:6])[CH:2]=[CH2:3].[Cl:19][C:20]1[N:25]=[C:24]([CH3:26])[CH:23]=[CH:22][N:21]=1. The catalyst is [Li+].C[Si]([N-][Si](C)(C)C)(C)C.C1COCC1. The product is [CH2:1]([O:4][C:5](=[O:6])[NH:7][C:8]1[CH:18]=[CH:17][CH:16]=[C:10]([C:11](=[O:13])[CH2:26][C:24]2[CH:23]=[CH:22][N:21]=[C:20]([Cl:19])[N:25]=2)[CH:9]=1)[CH:2]=[CH2:3]. The yield is 0.510.